Dataset: Peptide-MHC class I binding affinity with 185,985 pairs from IEDB/IMGT. Task: Regression. Given a peptide amino acid sequence and an MHC pseudo amino acid sequence, predict their binding affinity value. This is MHC class I binding data. (1) The peptide sequence is RLKTATYTF. The MHC is HLA-B07:02 with pseudo-sequence HLA-B07:02. The binding affinity (normalized) is 0.382. (2) The peptide sequence is VTRPLRTMV. The MHC is HLA-A02:01 with pseudo-sequence HLA-A02:01. The binding affinity (normalized) is 0.0847. (3) The peptide sequence is IMNEGWASF. The MHC is HLA-B39:01 with pseudo-sequence HLA-B39:01. The binding affinity (normalized) is 0.213. (4) The MHC is HLA-A23:01 with pseudo-sequence HLA-A23:01. The binding affinity (normalized) is 0. The peptide sequence is KDTWLDARM.